This data is from Full USPTO retrosynthesis dataset with 1.9M reactions from patents (1976-2016). The task is: Predict the reactants needed to synthesize the given product. (1) The reactants are: Br[C:2]1[C:10]2[C:9]([NH2:11])=[N:8][CH:7]=[N:6][C:5]=2[N:4]([CH:12]([CH3:14])[CH3:13])[CH:3]=1.CC1(C)C(C)(C)OB([C:23]2[CH:24]=[C:25]3[C:29](=[CH:30][CH:31]=2)[N:28]([C:32](=[O:44])[CH2:33][C:34]2[CH:39]=[CH:38][CH:37]=[C:36]([C:40]([F:43])([F:42])[F:41])[CH:35]=2)[CH2:27][CH2:26]3)O1.O1CCOCC1.C([O-])(O)=O.[Na+]. Given the product [CH3:13][CH:12]([N:4]1[C:5]2[N:6]=[CH:7][N:8]=[C:9]([NH2:11])[C:10]=2[C:2]([C:23]2[CH:24]=[C:25]3[C:29](=[CH:30][CH:31]=2)[N:28]([C:32](=[O:44])[CH2:33][C:34]2[CH:39]=[CH:38][CH:37]=[C:36]([C:40]([F:43])([F:41])[F:42])[CH:35]=2)[CH2:27][CH2:26]3)=[CH:3]1)[CH3:14], predict the reactants needed to synthesize it. (2) Given the product [Br:1][C:2]1[CH:8]=[C:7]([CH3:9])[C:5]([CH:23]([C:19]([CH3:22])([CH3:21])[CH3:20])[C:24]([NH2:14])=[O:25])=[C:4]([O:10][CH3:11])[CH:3]=1, predict the reactants needed to synthesize it. The reactants are: [Br:1][C:2]1[CH:8]=[C:7]([CH3:9])[C:5](N)=[C:4]([O:10][CH3:11])[CH:3]=1.C([N:14](CC)CC)C.[C:19]([CH2:23][C:24](Cl)=[O:25])([CH3:22])([CH3:21])[CH3:20].